Dataset: Peptide-MHC class I binding affinity with 185,985 pairs from IEDB/IMGT. Task: Regression. Given a peptide amino acid sequence and an MHC pseudo amino acid sequence, predict their binding affinity value. This is MHC class I binding data. (1) The peptide sequence is FYSQESPQSY. The MHC is HLA-A30:02 with pseudo-sequence HLA-A30:02. The binding affinity (normalized) is 0.262. (2) The peptide sequence is IFFTTSLFL. The MHC is HLA-A23:01 with pseudo-sequence HLA-A23:01. The binding affinity (normalized) is 0.711. (3) The peptide sequence is ETDQMDTIY. The MHC is HLA-A02:01 with pseudo-sequence HLA-A02:01. The binding affinity (normalized) is 0.213. (4) The peptide sequence is RENGGYWLL. The MHC is HLA-B27:05 with pseudo-sequence HLA-B27:05. The binding affinity (normalized) is 0.223.